Task: Regression. Given two drug SMILES strings and cell line genomic features, predict the synergy score measuring deviation from expected non-interaction effect.. Dataset: NCI-60 drug combinations with 297,098 pairs across 59 cell lines (1) Drug 1: C1CCC(CC1)NC(=O)N(CCCl)N=O. Drug 2: C(CN)CNCCSP(=O)(O)O. Cell line: KM12. Synergy scores: CSS=11.8, Synergy_ZIP=-6.20, Synergy_Bliss=-6.71, Synergy_Loewe=-19.9, Synergy_HSA=-7.32. (2) Drug 1: C1=CC(=CC=C1CCCC(=O)O)N(CCCl)CCCl. Drug 2: CC1=C(N=C(N=C1N)C(CC(=O)N)NCC(C(=O)N)N)C(=O)NC(C(C2=CN=CN2)OC3C(C(C(C(O3)CO)O)O)OC4C(C(C(C(O4)CO)O)OC(=O)N)O)C(=O)NC(C)C(C(C)C(=O)NC(C(C)O)C(=O)NCCC5=NC(=CS5)C6=NC(=CS6)C(=O)NCCC[S+](C)C)O. Cell line: HOP-92. Synergy scores: CSS=25.4, Synergy_ZIP=-9.27, Synergy_Bliss=-3.21, Synergy_Loewe=-15.0, Synergy_HSA=-0.377. (3) Drug 1: CC1=C2C(C(=O)C3(C(CC4C(C3C(C(C2(C)C)(CC1OC(=O)C(C(C5=CC=CC=C5)NC(=O)OC(C)(C)C)O)O)OC(=O)C6=CC=CC=C6)(CO4)OC(=O)C)OC)C)OC. Drug 2: CC1C(C(CC(O1)OC2CC(CC3=C2C(=C4C(=C3O)C(=O)C5=CC=CC=C5C4=O)O)(C(=O)C)O)N)O. Cell line: NCI-H322M. Synergy scores: CSS=51.0, Synergy_ZIP=-4.42, Synergy_Bliss=-8.06, Synergy_Loewe=-6.06, Synergy_HSA=-5.34. (4) Drug 1: CN1C2=C(C=C(C=C2)N(CCCl)CCCl)N=C1CCCC(=O)O.Cl. Drug 2: CC12CCC3C(C1CCC2O)C(CC4=C3C=CC(=C4)O)CCCCCCCCCS(=O)CCCC(C(F)(F)F)(F)F. Cell line: HCT116. Synergy scores: CSS=-1.44, Synergy_ZIP=3.48, Synergy_Bliss=7.74, Synergy_Loewe=1.35, Synergy_HSA=1.70. (5) Drug 1: C1CCN(CC1)CCOC2=CC=C(C=C2)C(=O)C3=C(SC4=C3C=CC(=C4)O)C5=CC=C(C=C5)O. Drug 2: C1C(C(OC1N2C=NC(=NC2=O)N)CO)O. Cell line: SNB-75. Synergy scores: CSS=-4.90, Synergy_ZIP=2.39, Synergy_Bliss=-3.99, Synergy_Loewe=-10.2, Synergy_HSA=-8.73. (6) Drug 1: CS(=O)(=O)OCCCCOS(=O)(=O)C. Drug 2: CC1C(C(CC(O1)OC2CC(CC3=C2C(=C4C(=C3O)C(=O)C5=C(C4=O)C(=CC=C5)OC)O)(C(=O)CO)O)N)O.Cl. Cell line: SW-620. Synergy scores: CSS=34.1, Synergy_ZIP=-2.10, Synergy_Bliss=-4.94, Synergy_Loewe=-27.1, Synergy_HSA=-3.81. (7) Drug 1: C1CC(C1)(C(=O)O)C(=O)O.[NH2-].[NH2-].[Pt+2]. Drug 2: CS(=O)(=O)CCNCC1=CC=C(O1)C2=CC3=C(C=C2)N=CN=C3NC4=CC(=C(C=C4)OCC5=CC(=CC=C5)F)Cl. Cell line: SF-295. Synergy scores: CSS=12.8, Synergy_ZIP=2.48, Synergy_Bliss=-3.08, Synergy_Loewe=-4.17, Synergy_HSA=-3.84. (8) Drug 1: CC1CCC2CC(C(=CC=CC=CC(CC(C(=O)C(C(C(=CC(C(=O)CC(OC(=O)C3CCCCN3C(=O)C(=O)C1(O2)O)C(C)CC4CCC(C(C4)OC)O)C)C)O)OC)C)C)C)OC. Drug 2: C1CC(=O)NC(=O)C1N2C(=O)C3=CC=CC=C3C2=O. Cell line: SF-539. Synergy scores: CSS=25.9, Synergy_ZIP=-2.42, Synergy_Bliss=3.45, Synergy_Loewe=-58.1, Synergy_HSA=2.73. (9) Cell line: M14. Drug 2: CC1OCC2C(O1)C(C(C(O2)OC3C4COC(=O)C4C(C5=CC6=C(C=C35)OCO6)C7=CC(=C(C(=C7)OC)O)OC)O)O. Drug 1: C1=CC(=C2C(=C1NCCNCCO)C(=O)C3=C(C=CC(=C3C2=O)O)O)NCCNCCO. Synergy scores: CSS=45.5, Synergy_ZIP=9.33, Synergy_Bliss=10.4, Synergy_Loewe=-5.16, Synergy_HSA=11.6.